Dataset: Full USPTO retrosynthesis dataset with 1.9M reactions from patents (1976-2016). Task: Predict the reactants needed to synthesize the given product. (1) Given the product [S:1]1[CH:5]=[CH:4][N:3]=[C:2]1[C:18]1([OH:21])[CH2:19][CH2:20][C:15]2([O:14][CH2:13][CH2:12][O:11]2)[CH2:16][CH2:17]1, predict the reactants needed to synthesize it. The reactants are: [S:1]1[CH:5]=[CH:4][N:3]=[CH:2]1.[Li]CCCC.[O:11]1[C:15]2([CH2:20][CH2:19][C:18](=[O:21])[CH2:17][CH2:16]2)[O:14][CH2:13][CH2:12]1. (2) Given the product [I:15][C:6]1[CH:7]=[C:8]([O:9][CH3:10])[C:3]([O:2][CH3:1])=[CH:4][C:5]=1[CH2:11][C:12]([OH:14])=[O:13], predict the reactants needed to synthesize it. The reactants are: [CH3:1][O:2][C:3]1[CH:4]=[C:5]([CH2:11][C:12]([OH:14])=[O:13])[CH:6]=[CH:7][C:8]=1[O:9][CH3:10].[I:15]Cl.S(=O)(O)[O-].[Na+]. (3) Given the product [C:24]([O:28][C:29](=[O:34])[NH:30][CH2:31][CH2:32][O:1][C:2]1[CH:3]=[CH:4][C:5]2[C:17](=[O:18])[C:16]3[C:15]4[C:10](=[CH:11][C:12]([C:19]#[N:20])=[CH:13][CH:14]=4)[NH:9][C:8]=3[C:7]([CH3:21])([CH3:22])[C:6]=2[CH:23]=1)([CH3:27])([CH3:26])[CH3:25], predict the reactants needed to synthesize it. The reactants are: [OH:1][C:2]1[CH:3]=[CH:4][C:5]2[C:17](=[O:18])[C:16]3[C:15]4[C:10](=[CH:11][C:12]([C:19]#[N:20])=[CH:13][CH:14]=4)[NH:9][C:8]=3[C:7]([CH3:22])([CH3:21])[C:6]=2[CH:23]=1.[C:24]([O:28][C:29](=[O:34])[NH:30][CH2:31][CH2:32]O)([CH3:27])([CH3:26])[CH3:25]. (4) Given the product [C:1]([C:5]1[CH:6]=[CH:7][C:8]([S:11]([N:14]([CH2:24][C:25](=[O:27])[N:30]([CH2:28][CH3:29])[CH2:31][C:32]2[S:33][CH:34]=[CH:35][N:36]=2)[C:15]2[CH:20]=[CH:19][CH:18]=[CH:17][C:16]=2[C:21]([NH2:22])=[O:23])(=[O:12])=[O:13])=[CH:9][CH:10]=1)([CH3:3])([CH3:2])[CH3:4], predict the reactants needed to synthesize it. The reactants are: [C:1]([C:5]1[CH:10]=[CH:9][C:8]([S:11]([N:14]([CH2:24][C:25]([OH:27])=O)[C:15]2[CH:20]=[CH:19][CH:18]=[CH:17][C:16]=2[C:21](=[O:23])[NH2:22])(=[O:13])=[O:12])=[CH:7][CH:6]=1)([CH3:4])([CH3:3])[CH3:2].[CH2:28]([NH:30][CH2:31][C:32]1[S:33][CH:34]=[CH:35][N:36]=1)[CH3:29].